From a dataset of Forward reaction prediction with 1.9M reactions from USPTO patents (1976-2016). Predict the product of the given reaction. (1) Given the reactants [C:1]1([C:7]2[N:8]=[C:9]3[CH:14]=[C:13]([C:15]([O:17]C)=[O:16])[N:12]=[CH:11][N:10]3[CH:19]=2)[CH:6]=[CH:5][CH:4]=[CH:3][CH:2]=1.C[Si](C)(C)[O-].[K+], predict the reaction product. The product is: [C:1]1([C:7]2[N:8]=[C:9]3[CH:14]=[C:13]([C:15]([OH:17])=[O:16])[N:12]=[CH:11][N:10]3[CH:19]=2)[CH:2]=[CH:3][CH:4]=[CH:5][CH:6]=1. (2) Given the reactants C(=O)([O-])[O-].[Cs+].[Cs+].C1(P(C2C=CC=CC=2)C2C=CC3C(=CC=CC=3)C=2C2C3C(=CC=CC=3)C=CC=2P(C2C=CC=CC=2)C2C=CC=CC=2)C=CC=CC=1.FC(F)(F)S(O[C:59]1[CH:64]=[CH:63][C:62]([C:65]2[CH:70]=[CH:69][C:68]([C:71]([O:73][CH3:74])=[O:72])=[CH:67][CH:66]=2)=[CH:61][CH:60]=1)(=O)=O.[CH:77]1([C@H:83]2[CH2:88][CH2:87][C@H:86]([N:89]3[CH2:94][CH2:93][NH:92][CH2:91][CH2:90]3)[CH2:85][CH2:84]2)[CH2:82][CH2:81][CH2:80][CH2:79][CH2:78]1, predict the reaction product. The product is: [CH:77]1([C@H:83]2[CH2:88][CH2:87][C@H:86]([N:89]3[CH2:90][CH2:91][N:92]([C:59]4[CH:64]=[CH:63][C:62]([C:65]5[CH:70]=[CH:69][C:68]([C:71]([O:73][CH3:74])=[O:72])=[CH:67][CH:66]=5)=[CH:61][CH:60]=4)[CH2:93][CH2:94]3)[CH2:85][CH2:84]2)[CH2:78][CH2:79][CH2:80][CH2:81][CH2:82]1. (3) Given the reactants [C:1]1([CH3:27])[CH:6]=[CH:5][C:4]([S:7]([CH2:10][CH2:11][O:12][C:13](=[O:26])[CH2:14][O:15][C:16]2[CH:21]=[C:20]([CH3:22])[CH:19]=[C:18]([CH:23]([CH3:25])[CH3:24])[CH:17]=2)(=[O:9])=[O:8])=[CH:3][CH:2]=1.[Cl:28][S:29](O)(=[O:31])=[O:30], predict the reaction product. The product is: [C:1]1([CH3:27])[CH:2]=[CH:3][C:4]([S:7]([CH2:10][CH2:11][O:12][C:13](=[O:26])[CH2:14][O:15][C:16]2[CH:21]=[C:20]([CH3:22])[C:19]([S:29]([Cl:28])(=[O:31])=[O:30])=[C:18]([CH:23]([CH3:24])[CH3:25])[CH:17]=2)(=[O:9])=[O:8])=[CH:5][CH:6]=1. (4) Given the reactants [N:1]1([CH2:6][C:7]2[CH:24]=[CH:23][C:10]([O:11][CH:12]3[CH2:15][N:14](C(OC(C)(C)C)=O)[CH2:13]3)=[CH:9][CH:8]=2)[CH2:5][CH2:4][CH2:3][CH2:2]1.C(O)(C(F)(F)F)=O, predict the reaction product. The product is: [NH:14]1[CH2:13][CH:12]([O:11][C:10]2[CH:23]=[CH:24][C:7]([CH2:6][N:1]3[CH2:2][CH2:3][CH2:4][CH2:5]3)=[CH:8][CH:9]=2)[CH2:15]1. (5) Given the reactants [Cl:1][C:2]1[CH:10]=[CH:9][C:5]([C:6]([NH2:8])=[O:7])=[CH:4][CH:3]=1.[CH3:11][C:12]([CH3:18])([CH2:15][CH:16]=[CH2:17])[CH:13]=O.[NH:19]1[C:23]2[CH:24]=[CH:25][CH:26]=[CH:27][C:22]=2[N:21]=[N:20]1.C1(C)C=CC(S(O)(=O)=O)=CC=1, predict the reaction product. The product is: [N:19]1([CH:13]([NH:8][C:6](=[O:7])[C:5]2[CH:9]=[CH:10][C:2]([Cl:1])=[CH:3][CH:4]=2)[C:12]([CH3:11])([CH3:18])[CH2:15][CH:16]=[CH2:17])[C:23]2[CH:24]=[CH:25][CH:26]=[CH:27][C:22]=2[N:21]=[N:20]1. (6) The product is: [Cl:8][C:9]1[N:10]=[C:11]([CH3:19])[C:12]2[CH2:16][CH2:17][N:20]([C:21]3[CH:22]=[CH:23][C:24]([CH2:27][C:28]([O:30][CH2:31][CH3:32])=[O:29])=[CH:25][CH:26]=3)[C:13]=2[N:14]=1. Given the reactants C([O-])(O)=O.[Na+].[Na+].[I-].[Cl:8][C:9]1[N:14]=[C:13](Cl)[C:12]([CH2:16][CH2:17]Cl)=[C:11]([CH3:19])[N:10]=1.[NH2:20][C:21]1[CH:26]=[CH:25][C:24]([CH2:27][C:28]([O:30][CH2:31][CH3:32])=[O:29])=[CH:23][CH:22]=1, predict the reaction product. (7) Given the reactants [Cl:1][C:2]1[C:3]([N+:9]([O-])=O)=[C:4]([CH:6]=[CH:7][CH:8]=1)[NH2:5].C(O)(=O)C, predict the reaction product. The product is: [Cl:1][C:2]1[CH:8]=[CH:7][CH:6]=[C:4]([NH2:5])[C:3]=1[NH2:9]. (8) Given the reactants [CH3:1][CH:2]([C:6]1([CH2:13][OH:14])[CH2:11][CH2:10][C:9]([CH3:12])=[CH:8][CH2:7]1)[CH:3]([CH3:5])[CH3:4], predict the reaction product. The product is: [CH3:1][CH:2]([C:6]12[CH2:11][CH2:10][C:9]([CH3:12])([CH2:8][CH2:7]1)[O:14][CH2:13]2)[CH:3]([CH3:4])[CH3:5]. (9) Given the reactants C([N:8]1[CH2:13][CH2:12][C:11]([CH3:17])([C:14]([OH:16])=O)[CH2:10][CH2:9]1)(OC(C)(C)C)=O.[F:18][C:19]1[CH:24]=[CH:23][C:22](B(O)O)=[CH:21][CH:20]=1.C(OC(=O)C(C)(C)C)(=O)C(C)(C)C.O, predict the reaction product. The product is: [F:18][C:19]1[CH:24]=[CH:23][C:22]([C:14]([C:11]2([CH3:17])[CH2:10][CH2:9][NH:8][CH2:13][CH2:12]2)=[O:16])=[CH:21][CH:20]=1. (10) Given the reactants Br[C:2]1[CH:25]=[CH:24][C:5]([O:6][C:7]2[C:8]3[CH:22]=[CH:21][C:20]([OH:23])=[CH:19][C:9]=3[S:10][C:11]=2[C:12]2[CH:17]=[CH:16][C:15]([OH:18])=[CH:14][CH:13]=2)=[CH:4][CH:3]=1.C(N(CC)CC)C.[CH:33]([C:35]1[N:36]=[CH:37][N:38](C(OC(C)(C)C)=O)[CH:39]=1)=[CH2:34], predict the reaction product. The product is: [NH:38]1[CH:39]=[C:35](/[CH:33]=[CH:34]/[C:2]2[CH:25]=[CH:24][C:5]([O:6][C:7]3[C:8]4[CH:22]=[CH:21][C:20]([OH:23])=[CH:19][C:9]=4[S:10][C:11]=3[C:12]3[CH:17]=[CH:16][C:15]([OH:18])=[CH:14][CH:13]=3)=[CH:4][CH:3]=2)[N:36]=[CH:37]1.